Predict the product of the given reaction. From a dataset of Forward reaction prediction with 1.9M reactions from USPTO patents (1976-2016). (1) The product is: [CH3:6][N:5]1[C:3](=[O:4])[CH:2]([C:7]2[CH:19]=[CH:18][C:10]([C:11]([O:13][C:14]([CH3:15])([CH3:16])[CH3:17])=[O:12])=[CH:9][CH:8]=2)[O:1][C:25]1=[O:26]. Given the reactants [OH:1][CH:2]([C:7]1[CH:19]=[CH:18][C:10]([C:11]([O:13][C:14]([CH3:17])([CH3:16])[CH3:15])=[O:12])=[CH:9][CH:8]=1)[C:3]([NH:5][CH3:6])=[O:4].C1N=CN([C:25](N2C=NC=C2)=[O:26])C=1, predict the reaction product. (2) Given the reactants [F:1][CH2:2][C@H:3]([C:5]1[CH:10]=[CH:9][CH:8]=[CH:7][CH:6]=1)[CH3:4].C1([C@@H](C)COS(C2C=CC(C)=CC=2)(=O)=O)C=CC=CC=1, predict the reaction product. The product is: [F:1][CH2:2][C@@H:3]([C:5]1[CH:10]=[CH:9][CH:8]=[CH:7][CH:6]=1)[CH3:4]. (3) The product is: [C:1]([C:3]1[CH:8]=[CH:7][C:6]([O:9][CH3:10])=[CH:5][N:4]=1)#[N:2]. Given the reactants [C:1]([C:3]1[CH:8]=[CH:7][C:6]([OH:9])=[CH:5][N:4]=1)#[N:2].[CH3:10]N(C=O)C.C([O-])([O-])=O.[K+].[K+].CI, predict the reaction product. (4) Given the reactants Cl[Si:2]([CH:9]([CH3:11])[CH3:10])([CH:6]([CH3:8])[CH3:7])[CH:3]([CH3:5])[CH3:4].[NH2:12][C:13]1[C:14]([Cl:36])=[C:15]([N:21]2[CH2:26][CH2:25][C@@H:24]([NH:27][C:28](=[O:34])[O:29][C:30]([CH3:33])([CH3:32])[CH3:31])[C@H:23]([OH:35])[CH2:22]2)[CH:16]=[C:17]([C:19]#[N:20])[CH:18]=1.N1C=CN=C1, predict the reaction product. The product is: [NH2:12][C:13]1[C:14]([Cl:36])=[C:15]([N:21]2[CH2:26][CH2:25][C@@H:24]([NH:27][C:28](=[O:34])[O:29][C:30]([CH3:31])([CH3:32])[CH3:33])[C@H:23]([O:35][Si:2]([CH:9]([CH3:11])[CH3:10])([CH:6]([CH3:8])[CH3:7])[CH:3]([CH3:5])[CH3:4])[CH2:22]2)[CH:16]=[C:17]([C:19]#[N:20])[CH:18]=1. (5) Given the reactants [H-].[Na+].[NH:3]1[CH:8]=[CH:7][CH:6]=[CH:5][C:4]1=[O:9].Cl[CH2:11][CH:12]=[CH:13][C:14]1[S:15][CH:16]=[C:17]([C:19]2[CH:24]=[CH:23][C:22]([F:25])=[CH:21][CH:20]=2)[N:18]=1, predict the reaction product. The product is: [F:25][C:22]1[CH:21]=[CH:20][C:19]([C:17]2[N:18]=[C:14]([CH:13]=[CH:12][CH2:11][N:3]3[CH:8]=[CH:7][CH:6]=[CH:5][C:4]3=[O:9])[S:15][CH:16]=2)=[CH:24][CH:23]=1. (6) Given the reactants [NH2:1][CH2:2][CH:3]([C:8]1([CH3:13])[O:12][CH2:11][CH2:10][O:9]1)[C:4]([O:6][CH3:7])=[O:5].[C:14]([C:18]1[CH:19]=[C:20]2[C:25](=O)[O:24][C:22](=[O:23])[C:21]2=[CH:27][CH:28]=1)([CH3:17])([CH3:16])[CH3:15], predict the reaction product. The product is: [C:14]([C:18]1[CH:19]=[C:20]2[C:21](=[CH:27][CH:28]=1)[C:22](=[O:23])[N:1]([CH2:2][CH:3]([C:8]1([CH3:13])[O:9][CH2:10][CH2:11][O:12]1)[C:4]([O:6][CH3:7])=[O:5])[C:25]2=[O:24])([CH3:17])([CH3:15])[CH3:16].